From a dataset of Forward reaction prediction with 1.9M reactions from USPTO patents (1976-2016). Predict the product of the given reaction. (1) Given the reactants [CH3:1][O:2][C:3]1[C:8]([OH:9])=[CH:7][CH:6]=[C:5](/[CH:10]=[CH:11]/[C:12]([CH2:14][C:15](/[CH:17]=[CH:18]/[C:19]2[CH:27]=[C:24]([O:25][CH3:26])[C:22]([OH:23])=[CH:21][CH:20]=2)=[O:16])=[O:13])[CH:4]=1.[NH2:28][C@H:29]([C:35]([OH:37])=[O:36])[CH2:30][CH2:31][CH2:32][CH2:33][NH2:34], predict the reaction product. The product is: [NH2:28][C@H:29]([C:35]([OH:37])=[O:36])[CH2:30][CH2:31][CH2:32][CH2:33][NH2:34].[CH3:26][O:25][C:24]1[C:22]([OH:23])=[CH:21][CH:20]=[C:19](/[CH:18]=[CH:17]/[C:15]([CH2:14][C:12](/[CH:11]=[CH:10]/[C:5]2[CH:4]=[C:3]([O:2][CH3:1])[C:8]([OH:9])=[CH:7][CH:6]=2)=[O:13])=[O:16])[CH:27]=1. (2) Given the reactants [CH2:1]([N:8]1[C:16]([C:17]2[CH:33]=[CH:32][C:20]([O:21][C:22]3[CH:23]=[C:24]([CH:29]=[CH:30][CH:31]=3)[C:25](OC)=[O:26])=[CH:19][CH:18]=2)=[C:15]2[C:10]([C:11]([C:34]([F:37])([F:36])[F:35])=[CH:12][CH:13]=[CH:14]2)=[N:9]1)[C:2]1[CH:7]=[CH:6][CH:5]=[CH:4][CH:3]=1.[H-].[H-].[H-].[H-].[Li+].[Al+3], predict the reaction product. The product is: [CH2:1]([N:8]1[C:16]([C:17]2[CH:33]=[CH:32][C:20]([O:21][C:22]3[CH:23]=[C:24]([CH2:25][OH:26])[CH:29]=[CH:30][CH:31]=3)=[CH:19][CH:18]=2)=[C:15]2[C:10]([C:11]([C:34]([F:36])([F:37])[F:35])=[CH:12][CH:13]=[CH:14]2)=[N:9]1)[C:2]1[CH:7]=[CH:6][CH:5]=[CH:4][CH:3]=1. (3) The product is: [Cl:25][C:19]1[C:20]([C:37]([F:40])([F:39])[F:38])=[CH:21][CH:22]=[CH:23][C:18]=1[C:16]([N:13]1[CH2:14][CH2:15][N:10]([CH2:9][CH3:3])[C:11](=[O:26])[CH2:12]1)=[O:17]. Given the reactants ClC1C=C(F)C=C[C:3]=1[CH2:9][N:10]1[CH2:15][CH2:14][N:13]([C:16]([C:18]2[CH:23]=[CH:22][CH:21]=[C:20](Cl)[C:19]=2[Cl:25])=[O:17])[CH2:12][C:11]1=[O:26].ICC.ClC1C([C:37]([F:40])([F:39])[F:38])=CC=CC=1C(N1CCNC(=O)C1)=O.BrCC1C=CC(F)=CC=1Cl.ClC1C(Cl)=CC=CC=1C(N1CCNC(=O)C1)=O, predict the reaction product. (4) The product is: [Cl-:25].[N+:1]([C:4]1[CH:9]=[CH:8][C:7]([CH2:10][CH2:11][CH:12]2[CH2:13][CH2:14][NH2+:15][CH2:16][CH2:17]2)=[CH:6][CH:5]=1)([O-:3])=[O:2]. Given the reactants [N+:1]([C:4]1[CH:9]=[CH:8][C:7]([CH2:10][CH2:11][CH:12]2[CH2:17][CH2:16][N:15](C(OC(C)(C)C)=O)[CH2:14][CH2:13]2)=[CH:6][CH:5]=1)([O-:3])=[O:2].[ClH:25], predict the reaction product. (5) Given the reactants [NH2:1][C:2]1[CH:7]=[CH:6][C:5]([S:8]([N:11]([CH2:16][C@H:17]2[O:21]C(C)(C)[N:19]([C:24]([O:26][C@H:27]3[C@H:34]4[C@H:30]([O:31][CH2:32][CH2:33]4)[O:29][CH2:28]3)=[O:25])[C@H:18]2[CH2:35][C:36]2[CH:41]=[CH:40][C:39]([O:42][CH2:43][C:44]3[CH:49]=[CH:48][CH:47]=[C:46]([C:50]#[N:51])[CH:45]=3)=[CH:38][CH:37]=2)[CH2:12][CH:13]([CH3:15])[CH3:14])(=[O:10])=[O:9])=[CH:4][CH:3]=1.Cl.C([O-])([O-])=O.[Na+].[Na+], predict the reaction product. The product is: [NH2:1][C:2]1[CH:3]=[CH:4][C:5]([S:8]([N:11]([CH2:12][CH:13]([CH3:15])[CH3:14])[CH2:16][C@@H:17]([OH:21])[C@@H:18]([NH:19][C:24](=[O:25])[O:26][C@H:27]2[C@H:34]3[C@H:30]([O:31][CH2:32][CH2:33]3)[O:29][CH2:28]2)[CH2:35][C:36]2[CH:41]=[CH:40][C:39]([O:42][CH2:43][C:44]3[CH:49]=[CH:48][CH:47]=[C:46]([C:50]#[N:51])[CH:45]=3)=[CH:38][CH:37]=2)(=[O:9])=[O:10])=[CH:6][CH:7]=1.